The task is: Predict the reactants needed to synthesize the given product.. This data is from Full USPTO retrosynthesis dataset with 1.9M reactions from patents (1976-2016). (1) Given the product [CH:20]([C:17]1[CH:18]=[CH:19][C:14]([N:1]2[C:9]3[C:4](=[CH:5][CH:6]=[CH:7][CH:8]=3)[CH:3]=[C:2]2[C:10]([OH:12])=[O:11])=[CH:15][CH:16]=1)([CH3:22])[CH3:21], predict the reactants needed to synthesize it. The reactants are: [NH:1]1[C:9]2[C:4](=[CH:5][CH:6]=[CH:7][CH:8]=2)[CH:3]=[C:2]1[C:10]([OH:12])=[O:11].Br[C:14]1[CH:19]=[CH:18][C:17]([CH:20]([CH3:22])[CH3:21])=[CH:16][CH:15]=1.C(=O)([O-])[O-].[K+].[K+].O. (2) Given the product [NH2:2][C:3]1[C:4]2[C:14]([O:15][CH2:16][C:17]([NH:20][C:31](=[O:32])[C:30]3[CH:34]=[CH:35][N:36]=[C:28]([N:23]4[CH:24]=[C:25]([CH3:27])[N:26]=[C:22]4[CH3:21])[CH:29]=3)([CH3:18])[CH3:19])=[CH:13][CH:12]=[CH:11][C:5]=2[NH:6][S:7](=[O:10])(=[O:9])[N:8]=1, predict the reactants needed to synthesize it. The reactants are: Cl.[NH2:2][C:3]1[C:4]2[C:14]([O:15][CH2:16][C:17]([NH2:20])([CH3:19])[CH3:18])=[CH:13][CH:12]=[CH:11][C:5]=2[NH:6][S:7](=[O:10])(=[O:9])[N:8]=1.[CH3:21][C:22]1[N:23]([C:28]2[CH:29]=[C:30]([CH:34]=[CH:35][N:36]=2)[C:31](O)=[O:32])[CH:24]=[C:25]([CH3:27])[N:26]=1. (3) Given the product [CH2:1]([C:3]1[C:4]([CH:23]([O:43][CH3:44])[C:24]2[NH:28][C:27]3[CH:37]=[CH:38][C:39]([C:41]#[N:42])=[CH:40][C:26]=3[N:25]=2)=[C:5]2[C:9](=[C:10]([CH3:12])[CH:11]=1)[N:8]([S:13]([C:16]1[CH:22]=[CH:21][C:19]([CH3:20])=[CH:18][CH:17]=1)(=[O:14])=[O:15])[CH:7]=[CH:6]2)[CH3:2], predict the reactants needed to synthesize it. The reactants are: [CH2:1]([C:3]1[C:4]([CH:23]([O:43][CH3:44])[C:24]2[N:28](COCC[Si](C)(C)C)[C:27]3[CH:37]=[CH:38][C:39]([C:41]#[N:42])=[CH:40][C:26]=3[N:25]=2)=[C:5]2[C:9](=[C:10]([CH3:12])[CH:11]=1)[N:8]([S:13]([C:16]1[CH:22]=[CH:21][C:19]([CH3:20])=[CH:18][CH:17]=1)(=[O:15])=[O:14])[CH:7]=[CH:6]2)[CH3:2].C(C1C(C(OC)C2N(COCC[Si](C)(C)C)C3C=C(C#N)C=CC=3N=2)=C2C(=C(C)C=1)N(S(C1C=CC(C)=CC=1)(=O)=O)C=C2)C.CC#N.C([O-])(O)=O.[Na+]. (4) The reactants are: FC(F)(F)S(O[C:7]1[CH:16]=[CH:15][C:14]2[CH2:13][CH2:12][CH:11]([NH:17][C:18]([O:20][C:21]([CH3:24])([CH3:23])[CH3:22])=[O:19])[CH:10]([CH2:25][C:26]3[CH:31]=[CH:30][C:29]([Cl:32])=[C:28]([Cl:33])[CH:27]=3)[C:9]=2[CH:8]=1)(=O)=O.[CH3:36][N:37](C)C=O. Given the product [C:36]([C:7]1[CH:8]=[C:9]2[C:14]([CH2:13][CH2:12][CH:11]([NH:17][C:18](=[O:19])[O:20][C:21]([CH3:22])([CH3:24])[CH3:23])[CH:10]2[CH2:25][C:26]2[CH:31]=[CH:30][C:29]([Cl:32])=[C:28]([Cl:33])[CH:27]=2)=[CH:15][CH:16]=1)#[N:37], predict the reactants needed to synthesize it. (5) Given the product [CH3:3][N:4]1[CH2:5][CH2:6][N:7]([C:10]2[CH:16]=[CH:15][C:13]([NH:14][C:18]3[O:19][C:20]([C:23]4[CH:28]=[CH:27][CH:26]=[CH:25][CH:24]=4)=[CH:21][N:22]=3)=[CH:12][CH:11]=2)[CH2:8][CH2:9]1, predict the reactants needed to synthesize it. The reactants are: [H-].[Na+].[CH3:3][N:4]1[CH2:9][CH2:8][N:7]([C:10]2[CH:16]=[CH:15][C:13]([NH2:14])=[CH:12][CH:11]=2)[CH2:6][CH2:5]1.Cl[C:18]1[O:19][C:20]([C:23]2[CH:28]=[CH:27][CH:26]=[CH:25][CH:24]=2)=[CH:21][N:22]=1. (6) Given the product [CH2:1]([O:3][C:4]1[CH:5]=[CH:6][C:7]([S:10]([N:13]([CH2:26][C:25]([O:24][CH3:23])=[O:28])[C:14]2[CH:19]=[CH:18][C:17]([CH3:20])=[CH:16][CH:15]=2)(=[O:11])=[O:12])=[CH:8][CH:9]=1)[CH3:2], predict the reactants needed to synthesize it. The reactants are: [CH2:1]([O:3][C:4]1[CH:9]=[CH:8][C:7]([S:10]([NH:13][C:14]2[CH:19]=[CH:18][C:17]([CH3:20])=[CH:16][CH:15]=2)(=[O:12])=[O:11])=[CH:6][CH:5]=1)[CH3:2].[H-].[Na+].[CH3:23][O:24][C:25](=[O:28])[CH2:26]Br. (7) Given the product [C:7]([O:6][C:5]([N:4]1[CH2:18][C:16](=[CH2:15])[CH2:17][O:1][CH2:2][CH2:3]1)=[O:11])([CH3:8])([CH3:10])[CH3:9], predict the reactants needed to synthesize it. The reactants are: [OH:1][CH2:2][CH2:3][NH:4][C:5](=[O:11])[O:6][C:7]([CH3:10])([CH3:9])[CH3:8].[H-].[Na+].Cl[CH2:15][C:16]([CH2:18]Cl)=[CH2:17].